Predict the reactants needed to synthesize the given product. From a dataset of Full USPTO retrosynthesis dataset with 1.9M reactions from patents (1976-2016). (1) Given the product [OH:25][CH2:24][CH2:23][N:17]1[C:16](=[O:19])[N:14]2[CH:15]=[C:10]([C:7]3[CH:6]=[CH:5][C:4]([O:3][C:2]([F:1])([F:20])[F:21])=[CH:9][CH:8]=3)[CH:11]=[CH:12][C:13]2=[N:18]1, predict the reactants needed to synthesize it. The reactants are: [F:1][C:2]([F:21])([F:20])[O:3][C:4]1[CH:9]=[CH:8][C:7]([C:10]2[CH:11]=[CH:12][C:13]3[N:14]([C:16](=[O:19])[NH:17][N:18]=3)[CH:15]=2)=[CH:6][CH:5]=1.Br[CH2:23][CH2:24][OH:25].C(=O)([O-])[O-].[K+].[K+]. (2) The reactants are: [N:1]1([C:7]2[CH:16]=[CH:15][C:14]3[C:9](=[CH:10][CH:11]=[C:12]([N+:17]([O-])=O)[CH:13]=3)[N:8]=2)[CH2:6][CH2:5][O:4][CH2:3][CH2:2]1.[H][H]. Given the product [N:1]1([C:7]2[CH:16]=[CH:15][C:14]3[C:9](=[CH:10][CH:11]=[C:12]([NH2:17])[CH:13]=3)[N:8]=2)[CH2:2][CH2:3][O:4][CH2:5][CH2:6]1, predict the reactants needed to synthesize it. (3) Given the product [CH:23]1([C:21]([N:18]2[CH2:19][CH2:20][CH:16]([CH2:15][N:9]3[C:10]([CH3:14])=[C:11]([CH3:13])[N:12]=[C:8]3[C:5]3[CH:6]=[CH:7][C:2]([C:30]4[CH:31]=[CH:32][C:27]([F:26])=[CH:28][CH:29]=4)=[CH:3][CH:4]=3)[CH2:17]2)=[O:22])[CH2:25][CH2:24]1, predict the reactants needed to synthesize it. The reactants are: Br[C:2]1[CH:7]=[CH:6][C:5]([C:8]2[N:9]([CH2:15][CH:16]3[CH2:20][CH2:19][N:18]([C:21]([CH:23]4[CH2:25][CH2:24]4)=[O:22])[CH2:17]3)[C:10]([CH3:14])=[C:11]([CH3:13])[N:12]=2)=[CH:4][CH:3]=1.[F:26][C:27]1[CH:32]=[CH:31][C:30](B(O)O)=[CH:29][CH:28]=1.C([O-])([O-])=O.[Na+].[Na+]. (4) Given the product [CH2:13]([CH:10]1[CH2:11][CH2:12][C:7]([B:20]2[O:21][C:22]([CH3:24])([CH3:23])[C:18]([CH3:34])([CH3:17])[O:19]2)=[CH:8][CH2:9]1)[CH3:14], predict the reactants needed to synthesize it. The reactants are: FC(F)(F)S(O[C:7]1[CH2:12][CH2:11][CH:10]([CH2:13][CH3:14])[CH2:9][CH:8]=1)(=O)=O.[CH3:17][C:18]1([CH3:34])[C:22]([CH3:24])([CH3:23])[O:21][B:20]([B:20]2[O:21][C:22]([CH3:24])([CH3:23])[C:18]([CH3:34])([CH3:17])[O:19]2)[O:19]1.C(=O)([O-])[O-].[K+].[K+].C1(P(C2C=CC=CC=2)C2C=CC=CC=2)C=CC=CC=1. (5) The reactants are: C(O[C:4]([C:6]1[C:15](=S)[C:14]2[C:9](=[C:10]([Cl:17])[CH:11]=[CH:12][CH:13]=2)[N:8]([CH2:18][C:19]2[CH:24]=[CH:23][C:22]([N:25]3[CH:29]=[CH:28][CH:27]=[N:26]3)=[CH:21][CH:20]=2)[N:7]=1)=[O:5])C.C(=O)([O-])[O-].[K+].[K+].[CH3:36][C:37]1[CH:42]=[CH:41][CH:40]=[CH:39][C:38]=1[NH:43][NH2:44]. Given the product [Cl:17][C:10]1[C:9]2[N:8]([CH2:18][C:19]3[CH:20]=[CH:21][C:22]([N:25]4[CH:29]=[CH:28][CH:27]=[N:26]4)=[CH:23][CH:24]=3)[N:7]=[C:6]3[C:4](=[O:5])[N:43]([C:38]4[CH:39]=[CH:40][CH:41]=[CH:42][C:37]=4[CH3:36])[N:44]=[C:15]3[C:14]=2[CH:13]=[CH:12][CH:11]=1, predict the reactants needed to synthesize it. (6) Given the product [Cl:24][C:25]1[CH:33]=[C:32]([F:34])[CH:31]=[CH:30][C:26]=1[C:27]([N:11]1[CH2:12][CH2:13][N:8]([C:3]2[CH:4]=[CH:5][CH:6]=[CH:7][C:2]=2[CH3:1])[C:9](=[O:14])[CH2:10]1)=[O:28], predict the reactants needed to synthesize it. The reactants are: [CH3:1][C:2]1[CH:7]=[CH:6][CH:5]=[CH:4][C:3]=1[N:8]1[CH2:13][CH2:12][NH:11][CH2:10][C:9]1=[O:14].C(N(C(C)C)C(C)C)C.[Cl:24][C:25]1[CH:33]=[C:32]([F:34])[CH:31]=[CH:30][C:26]=1[C:27](Cl)=[O:28].C(O)(=O)CC(CC(O)=O)(C(O)=O)O. (7) Given the product [Cl:7][C:8]1[N:13]=[C:12]([C:15]2[CH:20]=[CH:19][CH:18]=[CH:17][CH:16]=2)[CH:11]=[CH:10][N:9]=1, predict the reactants needed to synthesize it. The reactants are: C([O-])([O-])=O.[K+].[K+].[Cl:7][C:8]1[N:13]=[C:12](Cl)[CH:11]=[CH:10][N:9]=1.[C:15]1(B(O)O)[CH:20]=[CH:19][CH:18]=[CH:17][CH:16]=1.